This data is from Reaction yield outcomes from USPTO patents with 853,638 reactions. The task is: Predict the reaction yield, written as a fraction of the theoretical maximum amount of product (1.0 means a 100% yield; for example, 0.34 means a 34% yield). (1) The reactants are [CH3:1]C(C)([O-])C.[K+].[Br:7][C:8]1[CH:9]=[C:10]2[C:15](=[CH:16][CH:17]=1)[N:14]=[C:13]([C:18](=O)[CH3:19])[CH:12]=[CH:11]2. The catalyst is [Br-].C[P+](C1C=CC=CC=1)(C1C=CC=CC=1)C1C=CC=CC=1.C1COCC1. The product is [Br:7][C:8]1[CH:9]=[C:10]2[C:15](=[CH:16][CH:17]=1)[N:14]=[C:13]([C:18]([CH3:19])=[CH2:1])[CH:12]=[CH:11]2. The yield is 0.950. (2) The reactants are [NH:1]1[C:11]2[C:6](=[CH:7][CH:8]=[CH:9][CH:10]=2)[C:4](=O)[C:2]1=[O:3].NC1C2C(=CC=CC=2)C=CC=1.ClC(Cl)(Cl)C(O)O.Cl.[NH2:31][OH:32].S([O-])([O-])(=O)=O.[Na+].[Na+]. No catalyst specified. The product is [CH:8]1[CH:7]=[CH:6][C:11]([NH:1][C:2](/[CH:4]=[N:31]/[OH:32])=[O:3])=[CH:10][CH:9]=1. The yield is 0.340. (3) The reactants are [OH:1][C:2]1[CH:7]=[C:6]([CH3:8])[C:5]([C:9]2[N:10]=[C:11]([NH:14][C:15](=[O:22])[C:16]3[CH:21]=[CH:20][N:19]=[CH:18][CH:17]=3)[S:12][CH:13]=2)=[C:4]([CH3:23])[CH:3]=1.C(=O)([O-])[O-].[Cs+].[Cs+].Br[C:31]1[CH:32]=[CH:33][C:34]([NH:37][CH2:38][CH2:39][O:40][CH3:41])=[N:35][CH:36]=1. The catalyst is CN(C=O)C. The product is [CH3:41][O:40][CH2:39][CH2:38][NH:37][C:34]1[N:35]=[CH:36][C:31]([O:1][C:2]2[CH:3]=[C:4]([CH3:23])[C:5]([C:9]3[N:10]=[C:11]([NH:14][C:15](=[O:22])[C:16]4[CH:21]=[CH:20][N:19]=[CH:18][CH:17]=4)[S:12][CH:13]=3)=[C:6]([CH3:8])[CH:7]=2)=[CH:32][CH:33]=1. The yield is 0.160. (4) The reactants are [OH:1][C:2]1[C:3](=[O:17])[NH:4][C:5](=[O:16])[N:6]([CH2:8]CC2C=CC=CC=2)[N:7]=1. The catalyst is CO. The product is [OH:1][C:2]1[C:3](=[O:17])[NH:4][C:5](=[O:16])[N:6]([CH3:8])[N:7]=1. The yield is 0.950. (5) The reactants are Cl[C:2]1[N:10]=[C:9]2[C:5]([N:6]=[CH:7][NH:8]2)=[C:4]([N:11]2[CH2:16][CH2:15][O:14][CH2:13][CH2:12]2)[N:3]=1.[CH3:17][O:18][C:19]1[CH:20]=[C:21]([CH2:27][CH2:28][NH2:29])[CH:22]=[CH:23][C:24]=1[O:25][CH3:26]. The catalyst is CO. The product is [CH3:17][O:18][C:19]1[CH:20]=[C:21]([CH2:27][CH2:28][NH:29][C:2]2[N:10]=[C:9]3[C:5]([N:6]=[CH:7][NH:8]3)=[C:4]([N:11]3[CH2:16][CH2:15][O:14][CH2:13][CH2:12]3)[N:3]=2)[CH:22]=[CH:23][C:24]=1[O:25][CH3:26]. The yield is 0.740. (6) The reactants are [CH3:1][O:2][C:3]([C:5]1[CH:6]=[CH:7][C:8]([C:11]([OH:13])=O)=[N:9][CH:10]=1)=[O:4].C(N(CC)CC)C.F[P-](F)(F)(F)(F)F.N1(OC(N(C)C)=[N+](C)C)C2C=CC=CC=2N=N1.Cl.[F:46][C:47]([F:52])([F:51])[CH2:48][CH2:49][NH2:50]. The catalyst is C(#N)C. The product is [F:46][C:47]([F:52])([F:51])[CH2:48][CH2:49][NH:50][C:11]([C:8]1[CH:7]=[CH:6][C:5]([C:3]([O:2][CH3:1])=[O:4])=[CH:10][N:9]=1)=[O:13]. The yield is 0.250. (7) The yield is 0.860. The catalyst is O1CCOCC1.CC(C)=O.ClCCl. The reactants are C[Si]([C:5]#[N:6])(C)C.[NH2:7][C:8]1[CH:13]=[CH:12][C:11]([CH2:14][CH2:15][CH2:16][C:17]([OH:19])=[O:18])=[CH:10][CH:9]=1.[C:20]1(=O)[CH2:23][CH2:22][CH2:21]1.S([O-])([O-])(=O)=O.[Na+].[Na+]. The product is [C:5]([C:20]1([NH:7][C:8]2[CH:9]=[CH:10][C:11]([CH2:14][CH2:15][CH2:16][C:17]([OH:19])=[O:18])=[CH:12][CH:13]=2)[CH2:23][CH2:22][CH2:21]1)#[N:6]. (8) The reactants are [CH2:1]([O:8][C:9]1[CH:14]=[C:13](F)[CH:12]=[CH:11][C:10]=1[N+:16]([O-:18])=[O:17])[C:2]1[CH:7]=[CH:6][CH:5]=[CH:4][CH:3]=1.[CH3:19][S:20]([C:23]1[N:28]=[CH:27][C:26]([OH:29])=[CH:25][CH:24]=1)(=[O:22])=[O:21].C(=O)([O-])[O-].[K+].[K+]. The catalyst is CN(C)C=O. The product is [CH2:1]([O:8][C:9]1[CH:14]=[C:13]([CH:12]=[CH:11][C:10]=1[N+:16]([O-:18])=[O:17])[O:29][C:26]1[CH:25]=[CH:24][C:23]([S:20]([CH3:19])(=[O:22])=[O:21])=[N:28][CH:27]=1)[C:2]1[CH:7]=[CH:6][CH:5]=[CH:4][CH:3]=1. The yield is 0.820. (9) The catalyst is C(#N)C.CN(C)C1C=CN=CC=1. The reactants are [Cl:1][C:2]1[CH:24]=[C:23]([C:25]([F:28])([F:27])[F:26])[CH:22]=[CH:21][C:3]=1[O:4][C:5]1[CH:10]=[C:9]([O:11][CH2:12][CH2:13][O:14][CH3:15])[CH:8]=[CH:7][C:6]=1/[CH:16]=[CH:17]/[C:18](O)=[O:19].Cl.C(N=C=NCCCN(C)C)C.[CH2:41]([S:46]([NH2:49])(=[O:48])=[O:47])[CH2:42][CH2:43][CH2:44][CH3:45].O. The yield is 0.300. The product is [Cl:1][C:2]1[CH:24]=[C:23]([C:25]([F:28])([F:27])[F:26])[CH:22]=[CH:21][C:3]=1[O:4][C:5]1[CH:10]=[C:9]([O:11][CH2:12][CH2:13][O:14][CH3:15])[CH:8]=[CH:7][C:6]=1/[CH:16]=[CH:17]/[C:18]([NH:49][S:46]([CH2:41][CH2:42][CH2:43][CH2:44][CH3:45])(=[O:48])=[O:47])=[O:19].